From a dataset of Forward reaction prediction with 1.9M reactions from USPTO patents (1976-2016). Predict the product of the given reaction. (1) Given the reactants [CH3:1][N:2]([C:7]1[CH:12]=[CH:11][C:10]([C:13]2[N:21]3[C:16]([CH2:17][CH2:18][CH2:19][C:20]3=[O:22])=[C:15]([CH3:23])[CH:14]=2)=[CH:9][CH:8]=1)[C:3](=[O:6])[CH:4]=[CH2:5].[NH:24]1[CH2:29][CH2:28][CH2:27][CH2:26][CH2:25]1, predict the reaction product. The product is: [CH3:1][N:2]([C:7]1[CH:8]=[CH:9][C:10]([C:13]2[N:21]3[C:16]([CH2:17][CH2:18][CH2:19][C:20]3=[O:22])=[C:15]([CH3:23])[CH:14]=2)=[CH:11][CH:12]=1)[C:3](=[O:6])[CH2:4][CH2:5][N:24]1[CH2:29][CH2:28][CH2:27][CH2:26][CH2:25]1. (2) Given the reactants [CH3:1][O:2][C:3](=[O:18])[C:4]1[CH:9]=[CH:8][CH:7]=[C:6]([C:10]2[N:11]=[C:12]([CH2:16][OH:17])SC=2C)[CH:5]=1.[O:19]1[CH:24]=[CH:23][CH2:22][CH2:21][CH2:20]1.O.[C:26]1(C)C=C[C:29]([S:32](O)(=O)=O)=[CH:28][CH:27]=1, predict the reaction product. The product is: [CH3:1][O:2][C:3](=[O:18])[C:4]1[CH:9]=[CH:8][CH:7]=[C:6]([C:10]2[S:32][C:29]([CH2:28][CH2:27][CH3:26])=[C:12]([CH2:16][O:17][CH:24]3[CH2:23][CH2:22][CH2:21][CH2:20][O:19]3)[N:11]=2)[CH:5]=1.